From a dataset of Catalyst prediction with 721,799 reactions and 888 catalyst types from USPTO. Predict which catalyst facilitates the given reaction. Reactant: C(=O)([O-])[O-].[K+].[K+].Cl.[N:8]12[CH2:15][CH2:14][CH:11]([CH2:12][CH2:13]1)[C@@H:10]([C:16]([Cl:18])=[O:17])[CH2:9]2.[NH2:19][C:20]1[CH:25]=[CH:24][C:23]([C:26]2[CH:31]=[CH:30][C:29]([S:32]([NH:35][CH:36]([CH3:38])[CH3:37])(=[O:34])=[O:33])=[CH:28][CH:27]=2)=[CH:22][CH:21]=1.O1CCOCC1. Product: [ClH:18].[CH:36]([NH:35][S:32]([C:29]1[CH:30]=[CH:31][C:26]([C:23]2[CH:22]=[CH:21][C:20]([NH:19][C:16]([C@@H:10]3[CH:11]4[CH2:14][CH2:15][N:8]([CH2:13][CH2:12]4)[CH2:9]3)=[O:17])=[CH:25][CH:24]=2)=[CH:27][CH:28]=1)(=[O:34])=[O:33])([CH3:38])[CH3:37]. The catalyst class is: 3.